Dataset: Full USPTO retrosynthesis dataset with 1.9M reactions from patents (1976-2016). Task: Predict the reactants needed to synthesize the given product. (1) Given the product [F:2][C:3]1[CH:4]=[CH:5][C:6]2[NH:12][C:11]3[CH:13]=[CH:14][C:15]([C:17]([F:18])([F:20])[F:19])=[CH:16][C:10]=3[C:9]([N:21]3[CH2:44][CH2:43][NH:42][CH:41]([CH2:40][CH2:39][C:36]4[CH:37]=[CH:38][C:33]([F:32])=[CH:34][CH:35]=4)[CH2:46]3)=[N:8][C:7]=2[CH:22]=1, predict the reactants needed to synthesize it. The reactants are: Cl.[F:2][C:3]1[CH:4]=[CH:5][C:6]2[NH:12][C:11]3[CH:13]=[CH:14][C:15]([C:17]([F:20])([F:19])[F:18])=[CH:16][C:10]=3[C:9]([NH2:21])=[N:8][C:7]=2[CH:22]=1.C(N(C(C)C)CC)(C)C.[F:32][C:33]1[CH:38]=[CH:37][C:36]([CH2:39][CH2:40][CH:41]2[CH2:46]N[CH2:44][CH2:43][NH:42]2)=[CH:35][CH:34]=1. (2) Given the product [C:41]([C:43]1[C:44]([O:26][CH3:23])=[C:45]([C:30]2[N:40]=[CH:39][CH:38]=[CH:37][C:31]=2[C:32]([O:34][CH2:35][CH3:36])=[O:33])[CH:46]=[CH:47][C:48]=1[O:49][CH3:50])#[N:42], predict the reactants needed to synthesize it. The reactants are: CC1C=CC=CC=1P(C1C=CC=CC=1C)C1C=CC=CC=1C.[C:23](=[O:26])([O-])[O-].[Na+].[Na+].Cl[C:30]1[N:40]=[CH:39][CH:38]=[CH:37][C:31]=1[C:32]([O:34][CH2:35][CH3:36])=[O:33].[C:41]([C:43]1[CH:44]=[C:45](B(O)O)[CH:46]=[CH:47][C:48]=1[O:49][CH2:50]OC)#[N:42]. (3) Given the product [OH:28]/[N:27]=[CH:9]/[C:10]([NH:25][C:24]1[CH:23]=[C:22]2[C:18]([CH:19]=[N:20][NH:21]2)=[CH:17][C:16]=1[CH3:15])=[O:12], predict the reactants needed to synthesize it. The reactants are: S([O-])([O-])(=O)=O.[Na+].[Na+].Cl[C:9](Cl)(Cl)[CH:10]([OH:12])O.[CH3:15][C:16]1[CH:17]=[C:18]2[C:22](=[CH:23][C:24]=1[NH2:25])[NH:21][N:20]=[CH:19]2.Cl.[NH2:27][OH:28]. (4) Given the product [CH3:20][NH:23][C:9](=[O:10])[CH2:8][O:7][C:6]1[CH:14]=[CH:15][CH:16]=[C:4]([N+:1]([O-:3])=[O:2])[CH:5]=1, predict the reactants needed to synthesize it. The reactants are: [N+:1]([C:4]1[CH:5]=[C:6]([CH:14]=[CH:15][CH:16]=1)[O:7][CH2:8][C:9](OCC)=[O:10])([O-:3])=[O:2].Cl.CN.[CH:20]([N:23](C(C)C)CC)(C)C.